Task: Regression. Given a peptide amino acid sequence and an MHC pseudo amino acid sequence, predict their binding affinity value. This is MHC class II binding data.. Dataset: Peptide-MHC class II binding affinity with 134,281 pairs from IEDB The peptide sequence is LNKIVRMYSPVSILDI. The MHC is HLA-DQA10104-DQB10503 with pseudo-sequence HLA-DQA10104-DQB10503. The binding affinity (normalized) is 0.403.